The task is: Predict the reaction yield, written as a fraction of the theoretical maximum amount of product (1.0 means a 100% yield; for example, 0.34 means a 34% yield).. This data is from Reaction yield outcomes from USPTO patents with 853,638 reactions. (1) The reactants are B(F)(F)F.CCOCC.[OH:10][C:11]1[C:20]([CH3:21])=[C:19]2[C:14]([CH:15]=[C:16]([NH:23][C:24](=[O:33])[O:25][CH2:26][C:27]3[CH:32]=[CH:31][CH:30]=[CH:29][CH:28]=3)[C:17](=[O:22])[O:18]2)=[CH:13][C:12]=1[O:34][CH:35]([CH3:37])[CH3:36].[CH3:38][O:39][C@H:40]1[C:45]([CH3:47])([CH3:46])[O:44][C@H:43](N=C([O-])C(Cl)(Cl)Cl)[C@@H:42]2[O:55][C:56](=[O:58])[O:57][C@H:41]12.C(N(CC)CC)C. The catalyst is C(Cl)Cl. The product is [CH:35]([O:34][C:12]1[CH:13]=[C:14]2[C:19](=[C:20]([CH3:21])[C:11]=1[O:10][C@H:43]1[C@@H:42]3[O:55][C:56](=[O:58])[O:57][C@@H:41]3[C@@H:40]([O:39][CH3:38])[C:45]([CH3:47])([CH3:46])[O:44]1)[O:18][C:17](=[O:22])[C:16]([NH:23][C:24](=[O:33])[O:25][CH2:26][C:27]1[CH:32]=[CH:31][CH:30]=[CH:29][CH:28]=1)=[CH:15]2)([CH3:37])[CH3:36]. The yield is 0.950. (2) The reactants are [CH3:1][C:2]1[C:7]([CH:8]([CH2:13][CH2:14][CH3:15])[C:9]([O:11]C)=[O:10])=[C:6]([C:16]2[CH:21]=[CH:20][C:19]([CH3:22])=[CH:18][CH:17]=2)[N:5]=[C:4]([S:23][C:24]2[CH:29]=[CH:28][CH:27]=[CH:26][CH:25]=2)[N:3]=1.[OH-].[Na+]. The product is [CH3:1][C:2]1[C:7]([CH:8]([CH2:13][CH2:14][CH3:15])[C:9]([OH:11])=[O:10])=[C:6]([C:16]2[CH:17]=[CH:18][C:19]([CH3:22])=[CH:20][CH:21]=2)[N:5]=[C:4]([S:23][C:24]2[CH:25]=[CH:26][CH:27]=[CH:28][CH:29]=2)[N:3]=1. The catalyst is CO. The yield is 0.640. (3) The reactants are [NH2:1][C:2]1[CH:7]=[C:6]2[O:8][CH2:9][O:10][C:5]2=[CH:4][C:3]=1[C:11]1[CH:12]=[C:13]2[C:18](=[CH:19][CH:20]=1)[CH:17]=[C:16]([O:21][CH3:22])[C:15]([O:23][CH3:24])=[CH:14]2.[N:25]([O-])=O.[Na+].O.C(OCC)(=O)C. The catalyst is C(O)(=O)C.Cl. The product is [CH3:22][O:21][C:16]1[C:15]([O:23][CH3:24])=[CH:14][C:13]2[C:18]([CH:17]=1)=[CH:19][CH:20]=[C:11]1[C:12]=2[N:25]=[N:1][C:2]2[CH:7]=[C:6]3[O:8][CH2:9][O:10][C:5]3=[CH:4][C:3]1=2. The yield is 0.500. (4) The reactants are O[N:2]=[C:3]1[CH2:8][CH2:7][O:6][CH:5]([C:9]2[CH:18]=[CH:17][CH:16]=[CH:15][C:10]=2[C:11]([O:13][CH3:14])=[O:12])[CH2:4]1.CO. The catalyst is [Ni].O. The product is [NH2:2][C@@H:3]1[CH2:8][CH2:7][O:6][C@@H:5]([C:9]2[CH:18]=[CH:17][CH:16]=[CH:15][C:10]=2[C:11]([O:13][CH3:14])=[O:12])[CH2:4]1. The yield is 0.182.